This data is from Catalyst prediction with 721,799 reactions and 888 catalyst types from USPTO. The task is: Predict which catalyst facilitates the given reaction. (1) Reactant: [CH3:1][C:2]1([CH3:13])[CH:11]([OH:12])[CH2:10][CH2:9][C:4]2(OCC[O:5]2)[CH2:3]1.Cl.C(OCC)(=O)C. The catalyst class is: 5. Product: [OH:12][CH:11]1[CH2:10][CH2:9][C:4](=[O:5])[CH2:3][C:2]1([CH3:13])[CH3:1]. (2) Reactant: C([O:8][C:9]1[CH:14]=[CH:13][C:12]([N:15]2[C:19]3[CH:20]=[CH:21][CH:22]=[CH:23][C:18]=3[N:17]=[C:16]2[C:24]2[N:25]([CH:29]([CH3:31])[CH3:30])[CH:26]=[CH:27][CH:28]=2)=[CH:11][CH:10]=1)C1C=CC=CC=1. Product: [CH:29]([N:25]1[CH:26]=[CH:27][CH:28]=[C:24]1[C:16]1[N:15]([C:12]2[CH:13]=[CH:14][C:9]([OH:8])=[CH:10][CH:11]=2)[C:19]2[CH:20]=[CH:21][CH:22]=[CH:23][C:18]=2[N:17]=1)([CH3:31])[CH3:30]. The catalyst class is: 687. (3) Reactant: [Si]([O:8][CH:9]1[CH2:29][CH2:28][C:12]2([NH:17][C:16]3[CH:18]=[C:19]([C:21]4[CH:22]=[N:23][NH:24][C:25]=4[CH3:26])[S:20][C:15]=3[C:14](=[O:27])[NH:13]2)[CH2:11][CH2:10]1)(C(C)(C)C)(C)C.[F-].C([N+](CCCC)(CCCC)CCCC)CCC. Product: [OH:8][CH:9]1[CH2:29][CH2:28][C:12]2([NH:17][C:16]3[CH:18]=[C:19]([C:21]4[CH:22]=[N:23][NH:24][C:25]=4[CH3:26])[S:20][C:15]=3[C:14](=[O:27])[NH:13]2)[CH2:11][CH2:10]1. The catalyst class is: 1. (4) Reactant: [C:1]1([C:7](=[N:14][CH:15]([CH2:21][CH2:22][C:23]2[CH:24]=[C:25]3[C:48](=[CH:49][CH:50]=2)[C:29]2=[N:30][O:31][C:32]([C:33]4[C:37]([C:38]([F:41])([F:40])[F:39])=[C:36]([C:42]5[CH:47]=[CH:46][CH:45]=[CH:44][CH:43]=5)[O:35][N:34]=4)=[C:28]2[CH2:27][CH2:26]3)[C:16]([O:18][CH2:19][CH3:20])=[O:17])[C:8]2[CH:13]=[CH:12][CH:11]=[CH:10][CH:9]=2)[CH:6]=[CH:5][CH:4]=[CH:3][CH:2]=1.[CH3:51][Si]([N-][Si](C)(C)C)(C)C.[Li+].IC.[Cl-].[NH4+]. Product: [C:1]1([C:7](=[N:14][C:15]([CH3:51])([CH2:21][CH2:22][C:23]2[CH:24]=[C:25]3[C:48](=[CH:49][CH:50]=2)[C:29]2=[N:30][O:31][C:32]([C:33]4[C:37]([C:38]([F:41])([F:40])[F:39])=[C:36]([C:42]5[CH:43]=[CH:44][CH:45]=[CH:46][CH:47]=5)[O:35][N:34]=4)=[C:28]2[CH2:27][CH2:26]3)[C:16]([O:18][CH2:19][CH3:20])=[O:17])[C:8]2[CH:9]=[CH:10][CH:11]=[CH:12][CH:13]=2)[CH:2]=[CH:3][CH:4]=[CH:5][CH:6]=1. The catalyst class is: 20. (5) Reactant: [OH:1][CH:2]([C:16]([CH3:19])([CH3:18])[CH3:17])[CH2:3][O:4][N:5]1C(=O)C2C(=CC=CC=2)C1=O.CNN.C(OCC)C. Product: [NH2:5][O:4][CH2:3][CH:2]([OH:1])[C:16]([CH3:19])([CH3:18])[CH3:17]. The catalyst class is: 4. (6) Reactant: [ClH:1].[N:2]12[CH2:9][CH2:8][CH:5]([CH2:6][CH2:7]1)[C@@H:4]([NH:10][C:11]([C:13]1[S:14][C:15]3[C:21](Br)=[CH:20][CH:19]=[CH:18][C:16]=3[CH:17]=1)=[O:12])[CH2:3]2.[OH:23][CH2:24][C:25]1[CH:30]=[CH:29][CH:28]=[CH:27][C:26]=1B(O)O.C(=O)([O-])[O-].[Na+].[Na+]. Product: [ClH:1].[N:2]12[CH2:9][CH2:8][CH:5]([CH2:6][CH2:7]1)[C@@H:4]([NH:10][C:11]([C:13]1[S:14][C:15]3[C:21]([C:26]4[CH:27]=[CH:28][CH:29]=[CH:30][C:25]=4[CH2:24][OH:23])=[CH:20][CH:19]=[CH:18][C:16]=3[CH:17]=1)=[O:12])[CH2:3]2. The catalyst class is: 431. (7) Reactant: [H-].[Na+].[NH:3]1[CH:7]=[N:6][CH:5]=[N:4]1.[CH2:8]([C:15]1[CH:16]=[C:17]([CH:20]=[C:21]([Br:23])[CH:22]=1)[CH2:18]Br)[C:9]1[CH:14]=[CH:13][CH:12]=[CH:11][CH:10]=1. Product: [CH2:8]([C:15]1[CH:22]=[C:21]([Br:23])[CH:20]=[C:17]([CH2:18][N:3]2[CH:7]=[N:6][CH:5]=[N:4]2)[CH:16]=1)[C:9]1[CH:10]=[CH:11][CH:12]=[CH:13][CH:14]=1. The catalyst class is: 3. (8) The catalyst class is: 64. Reactant: [C:1]([O:5][C:6]([N:8]1[CH2:13][CH2:12][CH:11]([OH:14])[CH2:10][CH2:9]1)=[O:7])([CH3:4])([CH3:3])[CH3:2].CCN(CC)CC.[CH3:22][S:23](Cl)(=[O:25])=[O:24].O. Product: [C:1]([O:5][C:6]([N:8]1[CH2:13][CH2:12][CH:11]([O:14][S:23]([CH3:22])(=[O:25])=[O:24])[CH2:10][CH2:9]1)=[O:7])([CH3:4])([CH3:2])[CH3:3]. (9) The catalyst class is: 9. Reactant: [CH2:1]([O:3][C:4]1[N:9]=[N:8][C:7]([C:10]([OH:12])=O)=[CH:6][CH:5]=1)[CH3:2].C1N=CN(C(N2C=NC=C2)=O)C=1.CS(O)(=O)=O.[NH2:30][CH2:31][C:32]1[CH:33]=[C:34]2[C:38](=[CH:39][CH:40]=1)[C:37](=[O:41])[N:36]([CH:42]1[CH2:47][CH2:46][C:45](=[O:48])[NH:44][C:43]1=[O:49])[C:35]2=[O:50].O. Product: [O:49]=[C:43]1[CH:42]([N:36]2[C:35](=[O:50])[C:34]3[C:38](=[CH:39][CH:40]=[C:32]([CH2:31][NH:30][C:10]([C:7]4[N:8]=[N:9][C:4]([O:3][CH2:1][CH3:2])=[CH:5][CH:6]=4)=[O:12])[CH:33]=3)[C:37]2=[O:41])[CH2:47][CH2:46][C:45](=[O:48])[NH:44]1. (10) Reactant: CCN(C(C)C)C(C)C.[NH2:10][CH2:11][C@H:12]1[CH2:17][CH2:16][C@H:15]([CH2:18][NH:19][C:20](=[O:26])[O:21][C:22]([CH3:25])([CH3:24])[CH3:23])[CH2:14][CH2:13]1.[Cl:27][C:28]1[CH:29]=[C:30]([CH:34]=[C:35]([CH3:37])[N:36]=1)[C:31](O)=[O:32].CN(C(ON1N=NC2C=CC=CC1=2)=[N+](C)C)C.[B-](F)(F)(F)F. Product: [Cl:27][C:28]1[CH:29]=[C:30]([CH:34]=[C:35]([CH3:37])[N:36]=1)[C:31]([NH:10][CH2:11][C@H:12]1[CH2:13][CH2:14][C@H:15]([CH2:18][NH:19][C:20](=[O:26])[O:21][C:22]([CH3:23])([CH3:25])[CH3:24])[CH2:16][CH2:17]1)=[O:32]. The catalyst class is: 18.